The task is: Predict the reaction yield, written as a fraction of the theoretical maximum amount of product (1.0 means a 100% yield; for example, 0.34 means a 34% yield).. This data is from Reaction yield outcomes from USPTO patents with 853,638 reactions. (1) The reactants are [CH3:1][C@H:2]1[CH2:7][NH:6][CH2:5][CH2:4][N:3]1[C:8]([O:10][C:11]([CH3:14])([CH3:13])[CH3:12])=[O:9].[Br:15][C:16]1[CH:17]=[C:18]([CH:21]=[CH:22][CH:23]=1)[CH:19]=O.[BH-](OC(C)=O)(OC(C)=O)OC(C)=O.[Na+]. The product is [Br:15][C:16]1[CH:17]=[C:18]([CH2:19][N:6]2[CH2:5][CH2:4][N:3]([C:8]([O:10][C:11]([CH3:13])([CH3:12])[CH3:14])=[O:9])[C@@H:2]([CH3:1])[CH2:7]2)[CH:21]=[CH:22][CH:23]=1. The catalyst is C(Cl)Cl. The yield is 0.810. (2) The reactants are C(OC([N:8]1[CH2:12][CH2:11][CH2:10][C:9]1([CH2:31][CH2:32][CH2:33][CH3:34])[C:13](=[O:30])[C:14]1[CH:19]=[CH:18][C:17]([N:20]([Si](C)(C)C)[Si](C)(C)C)=[C:16]([Cl:29])[CH:15]=1)=O)(C)(C)C. The catalyst is Cl. The product is [NH2:20][C:17]1[CH:18]=[CH:19][C:14]([C:13]([C:9]2([CH2:31][CH2:32][CH2:33][CH3:34])[CH2:10][CH2:11][CH2:12][NH:8]2)=[O:30])=[CH:15][C:16]=1[Cl:29]. The yield is 1.00.